Regression. Given two drug SMILES strings and cell line genomic features, predict the synergy score measuring deviation from expected non-interaction effect. From a dataset of NCI-60 drug combinations with 297,098 pairs across 59 cell lines. (1) Drug 1: CN1CCC(CC1)COC2=C(C=C3C(=C2)N=CN=C3NC4=C(C=C(C=C4)Br)F)OC. Drug 2: C1=CC(=CC=C1CCC2=CNC3=C2C(=O)NC(=N3)N)C(=O)NC(CCC(=O)O)C(=O)O. Cell line: NCI-H322M. Synergy scores: CSS=39.7, Synergy_ZIP=-5.38, Synergy_Bliss=-3.33, Synergy_Loewe=-2.66, Synergy_HSA=-1.61. (2) Drug 1: CC1C(C(=O)NC(C(=O)N2CCCC2C(=O)N(CC(=O)N(C(C(=O)O1)C(C)C)C)C)C(C)C)NC(=O)C3=C4C(=C(C=C3)C)OC5=C(C(=O)C(=C(C5=N4)C(=O)NC6C(OC(=O)C(N(C(=O)CN(C(=O)C7CCCN7C(=O)C(NC6=O)C(C)C)C)C)C(C)C)C)N)C. Drug 2: C1CCC(C(C1)N)N.C(=O)(C(=O)[O-])[O-].[Pt+4]. Cell line: CAKI-1. Synergy scores: CSS=39.6, Synergy_ZIP=2.36, Synergy_Bliss=4.79, Synergy_Loewe=6.39, Synergy_HSA=6.97. (3) Drug 1: CCCS(=O)(=O)NC1=C(C(=C(C=C1)F)C(=O)C2=CNC3=C2C=C(C=N3)C4=CC=C(C=C4)Cl)F. Drug 2: C1=CC(=CC=C1CC(C(=O)O)N)N(CCCl)CCCl.Cl. Cell line: BT-549. Synergy scores: CSS=16.8, Synergy_ZIP=-1.28, Synergy_Bliss=1.66, Synergy_Loewe=-7.84, Synergy_HSA=-1.30. (4) Drug 1: CC1C(C(=O)NC(C(=O)N2CCCC2C(=O)N(CC(=O)N(C(C(=O)O1)C(C)C)C)C)C(C)C)NC(=O)C3=C4C(=C(C=C3)C)OC5=C(C(=O)C(=C(C5=N4)C(=O)NC6C(OC(=O)C(N(C(=O)CN(C(=O)C7CCCN7C(=O)C(NC6=O)C(C)C)C)C)C(C)C)C)N)C. Drug 2: N.N.Cl[Pt+2]Cl. Cell line: CCRF-CEM. Synergy scores: CSS=87.4, Synergy_ZIP=0.663, Synergy_Bliss=1.01, Synergy_Loewe=1.69, Synergy_HSA=4.93.